This data is from Forward reaction prediction with 1.9M reactions from USPTO patents (1976-2016). The task is: Predict the product of the given reaction. (1) Given the reactants [O:1]1[C:5]2([CH2:10][CH2:9][NH:8][CH2:7][CH2:6]2)[O:4][CH2:3][CH2:2]1.[Br:11][C:12]1[CH:13]=[C:14]([CH:17]=[CH:18][C:19]=1F)[CH:15]=[O:16].C(=O)([O-])[O-].[K+].[K+], predict the reaction product. The product is: [Br:11][C:12]1[CH:13]=[C:14]([CH:17]=[CH:18][C:19]=1[N:8]1[CH2:9][CH2:10][C:5]2([O:4][CH2:3][CH2:2][O:1]2)[CH2:6][CH2:7]1)[CH:15]=[O:16]. (2) The product is: [C:1]([O:4][CH2:5][C:6](=[O:7])[N:8]1[CH2:17][CH2:16][C:15]2[C:10](=[CH:11][CH:12]=[C:13]([C:18]3[CH:19]=[CH:20][C:21]([CH2:24][CH2:25][O:26][S:41]([C:38]4[CH:39]=[CH:40][C:35]([CH3:34])=[CH:36][CH:37]=4)(=[O:43])=[O:42])=[CH:22][CH:23]=3)[CH:14]=2)[CH2:9]1)(=[O:3])[CH3:2]. Given the reactants [C:1]([O:4][CH2:5][C:6]([N:8]1[CH2:17][CH2:16][C:15]2[C:10](=[CH:11][CH:12]=[C:13]([C:18]3[CH:23]=[CH:22][C:21]([CH2:24][CH2:25][OH:26])=[CH:20][CH:19]=3)[CH:14]=2)[CH2:9]1)=[O:7])(=[O:3])[CH3:2].C(N(CC)CC)C.[CH3:34][C:35]1[CH:40]=[CH:39][C:38]([S:41](Cl)(=[O:43])=[O:42])=[CH:37][CH:36]=1, predict the reaction product. (3) Given the reactants [O-2].[O-2].[O-2].[Yb+3:4].[Yb+3].[N+]([O-])(O)=O.Cl.S(=O)(=O)(O)O.[C:16](=[O:19])([O-:18])[O-:17], predict the reaction product. The product is: [C:16](=[O:17])([O-:19])[O-:18].[Yb+3:4].[C:16](=[O:17])([O-:19])[O-:18].[C:16](=[O:17])([O-:19])[O-:18].[Yb+3:4]. (4) Given the reactants [NH:1]1[C@@H:6]2[CH2:7][CH2:8][CH2:9][C@@H:5]2[CH2:4][O:3][C:2]1=[O:10].F[C:12]1[CH:17]=[CH:16][C:15]([C:18]#[C:19][C:20]2[CH:25]=[CH:24][CH:23]=[CH:22][CH:21]=2)=[CH:14][N:13]=1.[H-].[Na+], predict the reaction product. The product is: [C:20]1([C:19]#[C:18][C:15]2[CH:16]=[CH:17][C:12]([N:1]3[C@@H:6]4[CH2:7][CH2:8][CH2:9][C@@H:5]4[CH2:4][O:3][C:2]3=[O:10])=[N:13][CH:14]=2)[CH:21]=[CH:22][CH:23]=[CH:24][CH:25]=1. (5) Given the reactants [Br:1][C:2]1[N:3]=C(C=O)NC=1.[C:9]([O-:12])([O-])=O.[Cs+].[Cs+].[F:15][C:16]([F:26])([F:25])S(OCC(F)F)(=O)=O.[CH3:27][N:28]([CH:30]=O)[CH3:29], predict the reaction product. The product is: [Br:1][C:2]1[N:3]=[C:27]([CH:9]=[O:12])[N:28]([CH2:30][C:16]([F:26])([F:25])[F:15])[CH:29]=1. (6) Given the reactants N[C:2]1[CH:10]=[C:9]2[C:5]([CH2:6][N:7]([C:12]3[CH:13]=[C:14]4[C:18](=[CH:19][CH:20]=3)[N:17]([CH3:21])[CH:16]=[CH:15]4)[C:8]2=[O:11])=[CH:4][CH:3]=1.[CH2:22]=O.[C:24]([BH3-])#[N:25].[Na+].[OH-].[Na+], predict the reaction product. The product is: [CH3:22][N:25]([CH3:24])[C:2]1[CH:10]=[C:9]2[C:5]([CH2:6][N:7]([C:12]3[CH:13]=[C:14]4[C:18](=[CH:19][CH:20]=3)[N:17]([CH3:21])[CH2:16][CH2:15]4)[C:8]2=[O:11])=[CH:4][CH:3]=1.